This data is from Catalyst prediction with 721,799 reactions and 888 catalyst types from USPTO. The task is: Predict which catalyst facilitates the given reaction. Reactant: [Cr](O[Cr]([O-])(=O)=O)([O-])(=O)=O.[NH+]1C=CC=CC=1.[NH+]1C=CC=CC=1.[CH3:22][O:23][C:24]1[C:29]([O:30][CH3:31])=[CH:28][C:27]([CH:32]([C:34]2[CH:39]=[C:38]([O:40][CH3:41])[C:37]([O:42][CH3:43])=[C:36]([O:44][CH3:45])[CH:35]=2)[OH:33])=[C:26]([N+:46]([O-:48])=[O:47])[CH:25]=1.C(Cl)Cl. Product: [CH3:22][O:23][C:24]1[C:29]([O:30][CH3:31])=[CH:28][C:27]([C:32]([C:34]2[CH:35]=[C:36]([O:44][CH3:45])[C:37]([O:42][CH3:43])=[C:38]([O:40][CH3:41])[CH:39]=2)=[O:33])=[C:26]([N+:46]([O-:48])=[O:47])[CH:25]=1. The catalyst class is: 28.